From a dataset of Forward reaction prediction with 1.9M reactions from USPTO patents (1976-2016). Predict the product of the given reaction. (1) The product is: [CH3:34][N:2]([CH3:1])[C:3]([C:5]1[CH:6]=[C:7]2[C:12](=[C:13]([CH:15]3[CH2:19][CH2:18][CH2:17][N:16]3[C:20]([O:22][C:23]([CH3:26])([CH3:25])[CH3:24])=[O:21])[CH:14]=1)[O:11][C:10]([N:27]1[CH2:32][CH2:31][O:30][CH2:29][CH2:28]1)=[CH:9][C:8]2=[O:33])=[O:4]. Given the reactants [CH3:1][N:2]([CH3:34])[C:3]([C:5]1[CH:6]=[C:7]2[C:12](=[C:13]([C:15]3[N:16]([C:20]([O:22][C:23]([CH3:26])([CH3:25])[CH3:24])=[O:21])[CH:17]=[CH:18][CH:19]=3)[CH:14]=1)[O:11][C:10]([N:27]1[CH2:32][CH2:31][O:30][CH2:29][CH2:28]1)=[CH:9][C:8]2=[O:33])=[O:4], predict the reaction product. (2) Given the reactants C[Si](C)(C)N[Si](C)(C)C.C([Li])CCC.C(O[C:18](=[O:27])[CH2:19][CH2:20][C:21]1[CH:26]=[CH:25][CH:24]=[CH:23][N:22]=1)C.[CH:28]1([NH:33][C:34]2[C:39]([CH:40]=O)=[CH:38][N:37]=[C:36]([S:42][CH3:43])[N:35]=2)[CH2:32][CH2:31][CH2:30][CH2:29]1, predict the reaction product. The product is: [CH:28]1([N:33]2[C:34]3[N:35]=[C:36]([S:42][CH3:43])[N:37]=[CH:38][C:39]=3[CH:40]=[C:19]([CH2:20][C:21]3[CH:26]=[CH:25][CH:24]=[CH:23][N:22]=3)[C:18]2=[O:27])[CH2:29][CH2:30][CH2:31][CH2:32]1. (3) Given the reactants Cl[C:2]1[N:3]=[CH:4][C:5]2[N:11]([CH3:12])[C:10](=[O:13])[CH:9]([CH3:14])[CH2:8][N:7]([CH2:15][CH:16]3[CH2:20][CH2:19][CH2:18][CH2:17]3)[C:6]=2[N:21]=1.[NH2:22][C:23]1[CH:38]=[CH:37][C:26]([C:27]([NH:29][CH:30]2[CH2:35][CH2:34][N:33]([CH3:36])[CH2:32][CH2:31]2)=[O:28])=[CH:25][C:24]=1[O:39][CH3:40].O.C1(C)C=CC(S(O)(=O)=O)=CC=1, predict the reaction product. The product is: [CH:16]1([CH2:15][N:7]2[CH2:8][CH:9]([CH3:14])[C:10](=[O:13])[N:11]([CH3:12])[C:5]3[CH:4]=[N:3][C:2]([NH:22][C:23]4[CH:38]=[CH:37][C:26]([C:27]([NH:29][CH:30]5[CH2:31][CH2:32][N:33]([CH3:36])[CH2:34][CH2:35]5)=[O:28])=[CH:25][C:24]=4[O:39][CH3:40])=[N:21][C:6]2=3)[CH2:20][CH2:19][CH2:18][CH2:17]1. (4) The product is: [CH3:12][O:11][C:5]1[CH:6]=[C:7]([O:9][CH3:10])[CH:8]=[C:3]([O:2][CH3:1])[C:4]=1[CH:13]([CH3:17])[CH2:14][CH2:15][OH:16]. Given the reactants [CH3:1][O:2][C:3]1[CH:8]=[C:7]([O:9][CH3:10])[CH:6]=[C:5]([O:11][CH3:12])[C:4]=1[C:13]([CH3:17])=[CH:14][CH2:15][OH:16].[H][H], predict the reaction product. (5) The product is: [F:21][C:22]([F:38])([F:39])[C:23]1[CH:36]=[CH:35][CH:34]=[CH:33][C:24]=1[CH:25]([OH:32])[C:26]1[CH:31]=[CH:30][CH:29]=[CH:28][CH:27]=1. Given the reactants FC(F)(F)C1C=CC=CC=1[Mg]Br.C(=O)C1C=CC=CC=1.[F:21][C:22]([F:39])([F:38])[C:23]1[CH:36]=[C:35](Cl)[CH:34]=[CH:33][C:24]=1[CH:25]([OH:32])[C:26]1[CH:31]=[CH:30][CH:29]=[CH:28][CH:27]=1, predict the reaction product. (6) Given the reactants [CH:1]([C:3]1[S:7][C:6]([O:8][C:9]2[CH:17]=[CH:16][C:12]([C:13]([NH2:15])=[O:14])=[CH:11][CH:10]=2)=[CH:5][CH:4]=1)=O.[CH3:18][CH:19]([CH3:23])[CH2:20][CH2:21][NH2:22].C([O-])([O-])OC.[BH4-].[Na+], predict the reaction product. The product is: [CH3:18][CH:19]([CH3:23])[CH2:20][CH2:21][NH:22][CH2:1][C:3]1[S:7][C:6]([O:8][C:9]2[CH:17]=[CH:16][C:12]([C:13]([NH2:15])=[O:14])=[CH:11][CH:10]=2)=[CH:5][CH:4]=1. (7) Given the reactants Br[C:2]1[CH:24]=[CH:23][CH:22]=[CH:21][C:3]=1[CH2:4][C:5]1[S:6][C:7]([CH2:17][C:18]([OH:20])=[O:19])=[C:8]([C:10]2[CH:15]=[CH:14][C:13]([F:16])=[CH:12][CH:11]=2)[N:9]=1.[C:25]([C:27]1[CH:32]=[CH:31][C:30](B(O)O)=[CH:29][CH:28]=1)#[N:26], predict the reaction product. The product is: [C:25]([C:27]1[CH:32]=[CH:31][C:30]([C:2]2[CH:24]=[CH:23][CH:22]=[CH:21][C:3]=2[CH2:4][C:5]2[S:6][C:7]([CH2:17][C:18]([OH:20])=[O:19])=[C:8]([C:10]3[CH:15]=[CH:14][C:13]([F:16])=[CH:12][CH:11]=3)[N:9]=2)=[CH:29][CH:28]=1)#[N:26]. (8) Given the reactants C(C1C=CC(OC2C=CC=CC=2)=C(O)C=1)CCCCC.C(C1C=CC(OC2C=CC=CC=2)=C(OC)C=1)CCCCC.C[O:43][C:44]1[CH:49]=[C:48]([CH2:50][CH2:51][CH2:52][CH2:53][CH2:54][CH2:55][CH2:56][CH3:57])[CH:47]=[CH:46][C:45]=1[O:58][C:59]1[CH:64]=[CH:63][CH:62]=[CH:61][CH:60]=1, predict the reaction product. The product is: [CH2:50]([C:48]1[CH:47]=[CH:46][C:45]([O:58][C:59]2[CH:64]=[CH:63][CH:62]=[CH:61][CH:60]=2)=[C:44]([OH:43])[CH:49]=1)[CH2:51][CH2:52][CH2:53][CH2:54][CH2:55][CH2:56][CH3:57]. (9) Given the reactants Cl[C:2]1[N:7]=[C:6]([NH:8][C:9]([C:11]2([C:14]3[CH:24]=[CH:23][C:17]4[O:18][C:19]([F:22])([F:21])[O:20][C:16]=4[CH:15]=3)[CH2:13][CH2:12]2)=[O:10])[CH:5]=[CH:4][C:3]=1[CH3:25].[CH3:26][O:27][C:28]1[C:33]([O:34][CH3:35])=[CH:32][C:31](B2OC(C)(C)C(C)(C)O2)=[CH:30][N:29]=1.C(=O)([O-])[O-].[Na+].[Na+], predict the reaction product. The product is: [F:21][C:19]1([F:22])[O:18][C:17]2[CH:23]=[CH:24][C:14]([C:11]3([C:9]([NH:8][C:6]4[N:7]=[C:2]([C:31]5[CH:30]=[N:29][C:28]([O:27][CH3:26])=[C:33]([O:34][CH3:35])[CH:32]=5)[C:3]([CH3:25])=[CH:4][CH:5]=4)=[O:10])[CH2:13][CH2:12]3)=[CH:15][C:16]=2[O:20]1.